This data is from Peptide-MHC class II binding affinity with 134,281 pairs from IEDB. The task is: Regression. Given a peptide amino acid sequence and an MHC pseudo amino acid sequence, predict their binding affinity value. This is MHC class II binding data. (1) The binding affinity (normalized) is 0.510. The MHC is H-2-IAb with pseudo-sequence H-2-IAb. The peptide sequence is GWPYIGSRSQIIGRS. (2) The peptide sequence is YEEFCDAVYENDKLK. The MHC is DRB5_0101 with pseudo-sequence DRB5_0101. The binding affinity (normalized) is 0.651. (3) The peptide sequence is QYDVIIQHPADMSWC. The MHC is H-2-IAb with pseudo-sequence H-2-IAb. The binding affinity (normalized) is 0.139.